Task: Predict the reactants needed to synthesize the given product.. Dataset: Full USPTO retrosynthesis dataset with 1.9M reactions from patents (1976-2016) (1) Given the product [O:11]([C:18]1[CH:19]=[CH:20][C:21]([NH:22][CH:4]2[CH:5]3[CH2:8][CH2:9][N:2]([CH2:7][CH2:6]3)[CH2:3]2)=[CH:23][CH:24]=1)[C:12]1[CH:17]=[CH:16][CH:15]=[CH:14][CH:13]=1, predict the reactants needed to synthesize it. The reactants are: Cl.[N:2]12[CH2:9][CH2:8][CH:5]([CH2:6][CH2:7]1)[C:4](=O)[CH2:3]2.[O:11]([C:18]1[CH:24]=[CH:23][C:21]([NH2:22])=[CH:20][CH:19]=1)[C:12]1[CH:17]=[CH:16][CH:15]=[CH:14][CH:13]=1.[O-]S([O-])(=O)=O.[Na+].[Na+].[BH-](OC(C)=O)(OC(C)=O)OC(C)=O.[Na+].C([O-])(O)=O.[Na+]. (2) Given the product [CH:23]1[C:22]2[N:21]([C:18]3[CH:19]=[CH:20][C:15]([C:12]4[N:13]=[CH:14][C:9]([C:36]5[CH:41]=[N:40][C:39]([C:42]6[O:43][C:44]7[CH:50]=[CH:49][CH:48]=[CH:47][C:45]=7[N:46]=6)=[CH:38][CH:37]=5)=[CH:10][CH:11]=4)=[CH:16][CH:17]=3)[C:33]3[C:28](=[CH:29][CH:30]=[CH:31][CH:32]=3)[C:27]=2[CH:26]=[CH:25][CH:24]=1, predict the reactants needed to synthesize it. The reactants are: CC1(C)C(C)(C)OB([C:9]2[CH:10]=[CH:11][C:12]([C:15]3[CH:20]=[CH:19][C:18]([N:21]4[C:33]5[CH:32]=[CH:31][CH:30]=[CH:29][C:28]=5[C:27]5[C:22]4=[CH:23][CH:24]=[CH:25][CH:26]=5)=[CH:17][CH:16]=3)=[N:13][CH:14]=2)O1.Br[C:36]1[CH:37]=[CH:38][C:39]([C:42]2[O:43][C:44]3[CH:50]=[CH:49][CH:48]=[CH:47][C:45]=3[N:46]=2)=[N:40][CH:41]=1.C([O-])([O-])=O.[Na+].[Na+].O. (3) Given the product [F:20][C:2]([F:1])([F:19])[C:3]1[CH:8]=[CH:7][N:6]=[C:5]([NH:9][C:10]([NH:21][CH:22]([CH2:27][CH:28]=[CH2:29])[C:23]([O:25][CH3:26])=[O:24])=[O:18])[CH:4]=1, predict the reactants needed to synthesize it. The reactants are: [F:1][C:2]([F:20])([F:19])[C:3]1[CH:8]=[CH:7][N:6]=[C:5]([NH:9][C:10](=[O:18])OC2C=CC=CC=2)[CH:4]=1.[NH2:21][CH:22]([CH2:27][CH:28]=[CH2:29])[C:23]([O:25][CH3:26])=[O:24]. (4) Given the product [C:11]([O:15][C:16]([N:18]1[CH2:23][CH2:22][CH:21]([C:24]([C:2]2[O:1][CH:5]=[CH:4][N:3]=2)=[O:25])[CH2:20][CH2:19]1)=[O:17])([CH3:14])([CH3:13])[CH3:12], predict the reactants needed to synthesize it. The reactants are: [O:1]1[CH:5]=[CH:4][N:3]=[CH:2]1.[Li]CCCC.[C:11]([O:15][C:16]([N:18]1[CH2:23][CH2:22][CH:21]([C:24](Cl)=[O:25])[CH2:20][CH2:19]1)=[O:17])([CH3:14])([CH3:13])[CH3:12].